From a dataset of Reaction yield outcomes from USPTO patents with 853,638 reactions. Predict the reaction yield, written as a fraction of the theoretical maximum amount of product (1.0 means a 100% yield; for example, 0.34 means a 34% yield). The reactants are Br[C:2]1[C:3]([F:19])=[CH:4][C:5]2[O:11][CH2:10][CH2:9][N:8]3[CH:12]=[C:13]([C:15]([NH2:17])=[O:16])[N:14]=[C:7]3[C:6]=2[CH:18]=1.[C:20]([C:22]1([OH:30])[CH2:27][CH2:26][CH2:25][N:24]([CH3:28])[C:23]1=[O:29])#[CH:21]. No catalyst specified. The product is [F:19][C:3]1[C:2]([C:21]#[C:20][C:22]2([OH:30])[CH2:27][CH2:26][CH2:25][N:24]([CH3:28])[C:23]2=[O:29])=[CH:18][C:6]2[C:7]3[N:8]([CH:12]=[C:13]([C:15]([NH2:17])=[O:16])[N:14]=3)[CH2:9][CH2:10][O:11][C:5]=2[CH:4]=1. The yield is 0.160.